Dataset: Acute oral toxicity (LD50) regression data from Zhu et al.. Task: Regression/Classification. Given a drug SMILES string, predict its toxicity properties. Task type varies by dataset: regression for continuous values (e.g., LD50, hERG inhibition percentage) or binary classification for toxic/non-toxic outcomes (e.g., AMES mutagenicity, cardiotoxicity, hepatotoxicity). Dataset: ld50_zhu. (1) The rat oral LD50 is 1.85, given as -log10 of the dose in mol/kg body weight (higher means more acutely toxic). The drug is O=C(O)c1cc(Cl)ccc1C(=O)c1ccccc1. (2) The rat oral LD50 is 3.54, given as -log10 of the dose in mol/kg body weight (higher means more acutely toxic). The compound is C=C(Cl)C#N. (3) The molecule is CCOP(=S)(OCC)SCn1nc(Cl)ccc1=O. The rat oral LD50 is 3.97, given as -log10 of the dose in mol/kg body weight (higher means more acutely toxic). (4) The drug is CC(C)OCC1CO1. The rat oral LD50 is 1.44, given as -log10 of the dose in mol/kg body weight (higher means more acutely toxic). (5) The molecule is O=C(O)COc1ccccc1. The rat oral LD50 is 1.61, given as -log10 of the dose in mol/kg body weight (higher means more acutely toxic). (6) The compound is CCCCOCCC#N. The rat oral LD50 is 1.23, given as -log10 of the dose in mol/kg body weight (higher means more acutely toxic). (7) The rat oral LD50 is 0.951, given as -log10 of the dose in mol/kg body weight (higher means more acutely toxic). The molecule is CCCC(=O)OCC.